Dataset: Full USPTO retrosynthesis dataset with 1.9M reactions from patents (1976-2016). Task: Predict the reactants needed to synthesize the given product. (1) Given the product [C:1]([O:5][C:6]([N:8]([CH3:14])[C@@H:9]([CH3:13])[C:10]([NH:29][C@@H:30]([C:66]([CH3:67])([CH3:69])[CH3:68])[C:31]([N:33]1[C@H:42]([C:43]([N:45]([CH2:55][C:56]2[CH:57]=[CH:58][C:59]([C:60]([O:62][CH3:63])=[O:61])=[CH:64][CH:65]=2)[C@@H:46]([C:48]2[CH:53]=[CH:52][CH:51]=[CH:50][C:49]=2[Cl:54])[CH3:47])=[O:44])[CH2:41][C:40]2[C:35](=[CH:36][CH:37]=[CH:38][CH:39]=2)[CH2:34]1)=[O:32])=[O:12])=[O:7])([CH3:2])([CH3:3])[CH3:4], predict the reactants needed to synthesize it. The reactants are: [C:1]([O:5][C:6]([N:8]([CH3:14])[C@@H:9]([CH3:13])[C:10]([OH:12])=O)=[O:7])([CH3:4])([CH3:3])[CH3:2].C(Cl)CCl.N1C2C(=NC=CC=2)N(O)N=1.[NH2:29][C@@H:30]([C:66]([CH3:69])([CH3:68])[CH3:67])[C:31]([N:33]1[C@H:42]([C:43]([N:45]([CH2:55][C:56]2[CH:65]=[CH:64][C:59]([C:60]([O:62][CH3:63])=[O:61])=[CH:58][CH:57]=2)[C@@H:46]([C:48]2[CH:53]=[CH:52][CH:51]=[CH:50][C:49]=2[Cl:54])[CH3:47])=[O:44])[CH2:41][C:40]2[C:35](=[CH:36][CH:37]=[CH:38][CH:39]=2)[CH2:34]1)=[O:32].C(O)(C(F)(F)F)=O.CN1CCOCC1. (2) Given the product [CH2:1]([O:3][C:4]([C:6]1([C:9]2[CH:10]=[CH:11][C:12]([C:15]3[CH:20]=[CH:19][C:18]([C:21]4[O:25][N:24]=[C:23]([CH3:26])[C:22]=4[NH:27][C:31]4[CH:32]=[CH:33][CH:34]=[C:29]([Br:28])[N:30]=4)=[CH:17][CH:16]=3)=[CH:13][CH:14]=2)[CH2:8][CH2:7]1)=[O:5])[CH3:2], predict the reactants needed to synthesize it. The reactants are: [CH2:1]([O:3][C:4]([C:6]1([C:9]2[CH:14]=[CH:13][C:12]([C:15]3[CH:20]=[CH:19][C:18]([C:21]4[O:25][N:24]=[C:23]([CH3:26])[C:22]=4[NH2:27])=[CH:17][CH:16]=3)=[CH:11][CH:10]=2)[CH2:8][CH2:7]1)=[O:5])[CH3:2].[Br:28][C:29]1[CH:34]=[CH:33][CH:32]=[C:31](Br)[N:30]=1.C(=O)([O-])[O-].[Cs+].[Cs+].C1C=CC(P(C2C(C3C(P(C4C=CC=CC=4)C4C=CC=CC=4)=CC=C4C=3C=CC=C4)=C3C(C=CC=C3)=CC=2)C2C=CC=CC=2)=CC=1.